From a dataset of Forward reaction prediction with 1.9M reactions from USPTO patents (1976-2016). Predict the product of the given reaction. (1) Given the reactants [NH2:1][C:2]1[C:3]([CH3:8])=[CH:4][CH:5]=[CH:6][CH:7]=1.C[Al](C)C.[C:13]1([S:19]([N:22]2[CH:26]=[CH:25][C:24]([C:27]([F:30])([F:29])[F:28])=[C:23]2[C:31](OC)=[O:32])(=[O:21])=[O:20])[CH:18]=[CH:17][CH:16]=[CH:15][CH:14]=1.O.O.C(C(C(C([O-])=O)O)O)([O-])=O.[Na+].[Na+], predict the reaction product. The product is: [C:13]1([S:19]([N:22]2[CH:26]=[CH:25][C:24]([C:27]([F:30])([F:28])[F:29])=[C:23]2[C:31]([NH:1][C:2]2[CH:7]=[CH:6][CH:5]=[CH:4][C:3]=2[CH3:8])=[O:32])(=[O:20])=[O:21])[CH:14]=[CH:15][CH:16]=[CH:17][CH:18]=1. (2) Given the reactants [CH3:1][Mg+].[Br-].[OH:4][C:5]1[C:6]2[C:16]([C:17]3[CH:22]=[CH:21][C:20]([C:23]4[CH:28]=[CH:27][CH:26]=[CH:25][C:24]=4[OH:29])=[CH:19][CH:18]=3)=[CH:15][S:14][C:7]=2[NH:8][C:9](=[O:13])[C:10]=1[C:11]#[N:12], predict the reaction product. The product is: [C:11]([C:10]1[C:9](=[O:13])[NH:8][C:7]2[S:14][CH:15]=[C:16]([C:17]3[CH:18]=[CH:19][C:20]([C:23]4[CH:28]=[CH:27][CH:26]=[CH:25][C:24]=4[OH:29])=[CH:21][CH:22]=3)[C:6]=2[C:5]=1[OH:4])(=[NH:12])[CH3:1]. (3) Given the reactants [OH:1][CH:2]1[CH2:6][CH2:5][N:4]([C:7]([O:9][C:10]([CH3:13])([CH3:12])[CH3:11])=[O:8])[CH2:3]1.[H-].[Na+].[Cl:16][C:17]1[C:18]([C:26]([NH2:28])=[O:27])=[N:19][C:20]([CH2:24][CH3:25])=[C:21](Cl)[N:22]=1, predict the reaction product. The product is: [C:26]([C:18]1[N:19]=[C:20]([CH2:24][CH3:25])[C:21]([O:1][CH:2]2[CH2:6][CH2:5][N:4]([C:7]([O:9][C:10]([CH3:13])([CH3:12])[CH3:11])=[O:8])[CH2:3]2)=[N:22][C:17]=1[Cl:16])(=[O:27])[NH2:28]. (4) Given the reactants [CH3:1][O:2][C:3]([C:5]1[CH:6]([C:11]([OH:13])=O)[CH2:7][CH:8]([OH:10])[CH:9]=1)=[O:4].[C:14]([O:18][C:19]([C@@:21]1([NH2:26])[CH2:23][C@H:22]1[CH:24]=[CH2:25])=[O:20])([CH3:17])([CH3:16])[CH3:15], predict the reaction product. The product is: [CH3:1][O:2][C:3]([C:5]1[CH:6]([C:11](=[O:13])[NH:26][C:21]2([C:19]([O:18][C:14]([CH3:17])([CH3:16])[CH3:15])=[O:20])[CH2:23][CH:22]2[CH:24]=[CH2:25])[CH2:7][CH:8]([OH:10])[CH:9]=1)=[O:4]. (5) The product is: [C:1]([O:5][C:6]([N:8]1[CH2:13][C:12]([NH2:26])=[N:11][C:10]([C:18]2[CH:23]=[C:22]([Br:24])[CH:21]=[CH:20][C:19]=2[F:25])([CH:15]([F:17])[F:16])[CH2:9]1)=[O:7])([CH3:4])([CH3:3])[CH3:2]. Given the reactants [C:1]([O:5][C:6]([N:8]1[CH2:13][C:12](=S)[NH:11][C:10]([C:18]2[CH:23]=[C:22]([Br:24])[CH:21]=[CH:20][C:19]=2[F:25])([CH:15]([F:17])[F:16])[CH2:9]1)=[O:7])([CH3:4])([CH3:3])[CH3:2].[NH3:26].CO, predict the reaction product. (6) Given the reactants Br[C:2]1[CH:9]=[C:8]([F:10])[CH:7]=[CH:6][C:3]=1[C:4]#[N:5].C1(P([CH:24]2[CH2:29][CH2:28]CCC2)C2CCCCC2)CCCCC1.O.P([O-])([O-])([O-])=O.[K+].[K+].[K+].C1(B(O)O)CC1, predict the reaction product. The product is: [CH:28]1([C:2]2[CH:9]=[C:8]([F:10])[CH:7]=[CH:6][C:3]=2[C:4]#[N:5])[CH2:29][CH2:24]1.